Dataset: Catalyst prediction with 721,799 reactions and 888 catalyst types from USPTO. Task: Predict which catalyst facilitates the given reaction. (1) Reactant: [Cl:1][C:2]1[N:10]=[C:9]2[C:5]([N:6]([CH2:16][O:17][CH2:18][CH2:19][Si:20]([CH3:23])([CH3:22])[CH3:21])[C:7]([CH:11]3[CH2:15][CH2:14][CH2:13][CH2:12]3)=[N:8]2)=[C:4](Cl)[N:3]=1.C(=O)([O-])[O-:26].[Na+].[Na+]. Product: [Cl:1][C:2]1[NH:3][C:4](=[O:26])[C:5]2[N:6]([CH2:16][O:17][CH2:18][CH2:19][Si:20]([CH3:23])([CH3:22])[CH3:21])[C:7]([CH:11]3[CH2:15][CH2:14][CH2:13][CH2:12]3)=[N:8][C:9]=2[N:10]=1. The catalyst class is: 12. (2) Reactant: Br[C:2]1[CH:3]=[C:4]([N:22]([CH3:29])[CH:23]2[CH2:28][CH2:27][O:26][CH2:25][CH2:24]2)[C:5]([CH3:21])=[C:6]([CH:20]=1)[C:7]([NH:9][CH2:10][C:11]1[C:12](=[O:19])[NH:13][C:14]([CH3:18])=[CH:15][C:16]=1[CH3:17])=[O:8].CC1(C)C(C)(C)OB([C:38]2[CH:50]=[CH:49][C:41]([CH2:42][N:43]3[CH2:48][CH2:47][O:46][CH2:45][CH2:44]3)=[CH:40][CH:39]=2)O1.C([O-])([O-])=O.[Na+].[Na+]. Product: [CH3:17][C:16]1[CH:15]=[C:14]([CH3:18])[NH:13][C:12](=[O:19])[C:11]=1[CH2:10][NH:9][C:7]([C:6]1[CH:20]=[C:2]([C:38]2[CH:39]=[CH:40][C:41]([CH2:42][N:43]3[CH2:48][CH2:47][O:46][CH2:45][CH2:44]3)=[CH:49][CH:50]=2)[CH:3]=[C:4]([N:22]([CH3:29])[CH:23]2[CH2:28][CH2:27][O:26][CH2:25][CH2:24]2)[C:5]=1[CH3:21])=[O:8]. The catalyst class is: 70. (3) Reactant: [CH3:1][O:2][C:3]1[CH:4]=[CH:5][C:6]([NH:13][C:14]2[N:18]([C:19]3[CH:24]=[CH:23][CH:22]=[CH:21][C:20]=3[CH3:25])[N:17]=[C:16]([CH3:26])[CH:15]=2)=[C:7]([CH:12]=1)[C:8]([O:10][CH3:11])=[O:9].[Br:27]Br.O. Product: [Br:27][C:15]1[C:16]([CH3:26])=[N:17][N:18]([C:19]2[CH:24]=[CH:23][CH:22]=[CH:21][C:20]=2[CH3:25])[C:14]=1[NH:13][C:6]1[CH:5]=[CH:4][C:3]([O:2][CH3:1])=[CH:12][C:7]=1[C:8]([O:10][CH3:11])=[O:9]. The catalyst class is: 52.